This data is from Experimentally validated miRNA-target interactions with 360,000+ pairs, plus equal number of negative samples. The task is: Binary Classification. Given a miRNA mature sequence and a target amino acid sequence, predict their likelihood of interaction. The miRNA is hsa-miR-4641 with sequence UGCCCAUGCCAUACUUUUGCCUCA. The protein sequence of the target gene is MEYDAYNDSGIYDDEYSDGFGYFVDLEEASPWEAKVAPVFLVVIYSLVCFLGLLGNGLVIVIATFKMKKTVNTVWFVNLAVADFLFNIFLPMHITYAAMDYHWVFGKAMCKISNFLLSHNMYTSVFLLTVISFDRCISVLLPVWSQNHRSIRLAYMTCSAVWVLAFFLSSPSLVFRDTANIHGKITCFNNFSLAAPESSPHPAHSQVVSTGYSRHVAVTVTRFLCGFLIPVFIITACYLTIVFKLQRNRLAKNKKPFKIIITIIITFFLCWCPYHTLYLLELHHTAVPSSVFSLGLPLAT.... Result: 0 (no interaction).